This data is from Reaction yield outcomes from USPTO patents with 853,638 reactions. The task is: Predict the reaction yield, written as a fraction of the theoretical maximum amount of product (1.0 means a 100% yield; for example, 0.34 means a 34% yield). The reactants are Cl.[CH:2]([N:5]1[C:9]([C:10]2[N:19]=[C:18]3[N:12]([CH2:13][CH2:14][O:15][C:16]4[CH:23]=[C:22]([CH:24]5[CH2:29][CH2:28][NH:27][CH2:26][CH2:25]5)N=[CH:20][C:17]=43)[CH:11]=2)=[N:8][CH:7]=[N:6]1)([CH3:4])[CH3:3].[CH3:30]O.[CH3:32][N:33]([CH3:38])[C:34](=[O:37])[CH2:35]Cl. The catalyst is C(Cl)Cl.CCCC[N+](CCCC)(CCCC)CCCC.[I-]. The product is [CH:2]([N:5]1[C:9]([C:10]2[N:19]=[C:18]3[C:17]4[CH:20]=[CH:30][C:22]([CH:24]5[CH2:25][CH2:26][N:27]([CH2:35][C:34]([N:33]([CH3:38])[CH3:32])=[O:37])[CH2:28][CH2:29]5)=[CH:23][C:16]=4[O:15][CH2:14][CH2:13][N:12]3[CH:11]=2)=[N:8][CH:7]=[N:6]1)([CH3:3])[CH3:4]. The yield is 0.610.